Task: Predict the reaction yield, written as a fraction of the theoretical maximum amount of product (1.0 means a 100% yield; for example, 0.34 means a 34% yield).. Dataset: Reaction yield outcomes from USPTO patents with 853,638 reactions (1) The reactants are [CH:1]1[C:6]2[CH2:7][CH2:8][CH2:9][CH2:10][CH:11]([CH2:12][C:13](OCC)=[O:14])[C:5]=2[CH:4]=[CH:3][CH:2]=1.[H-].C([Al+]CC(C)C)C(C)C.CO.Cl. The catalyst is C1(C)C=CC=CC=1. The product is [CH:1]1[C:6]2[CH2:7][CH2:8][CH2:9][CH2:10][CH:11]([CH2:12][CH:13]=[O:14])[C:5]=2[CH:4]=[CH:3][CH:2]=1. The yield is 0.970. (2) The reactants are [CH3:1][O:2][C:3]1[CH:4]=[C:5]([O:14][CH3:15])[C:6]2[O:10][C:9]([CH:11]=[O:12])=[CH:8][C:7]=2[CH:13]=1.[BH4-].[Na+]. The catalyst is C1COCC1.CCO. The product is [CH3:1][O:2][C:3]1[CH:4]=[C:5]([O:14][CH3:15])[C:6]2[O:10][C:9]([CH2:11][OH:12])=[CH:8][C:7]=2[CH:13]=1. The yield is 0.820. (3) The reactants are CO[C:3](=[O:26])[C:4]1[CH:9]=[CH:8][C:7]([O:10][CH2:11][C:12]2[C:13]([C:18]3[CH:23]=[C:22]([F:24])[CH:21]=[CH:20][C:19]=3[F:25])=[N:14][O:15][C:16]=2[CH3:17])=[N:6][CH:5]=1.[NH2:27][CH:28]1[CH2:33][CH2:32][O:31][CH2:30][CH2:29]1. No catalyst specified. The product is [F:25][C:19]1[CH:20]=[CH:21][C:22]([F:24])=[CH:23][C:18]=1[C:13]1[C:12]([CH2:11][O:10][C:7]2[CH:8]=[CH:9][C:4]([C:3]([NH:27][CH:28]3[CH2:33][CH2:32][O:31][CH2:30][CH2:29]3)=[O:26])=[CH:5][N:6]=2)=[C:16]([CH3:17])[O:15][N:14]=1. The yield is 0.710. (4) The reactants are [Li].CC1CCC(O)C/C/1=C/C=C1\CCCC2(C)C(C(/C=C/C(C(C)C)C)C)CCC\12.[CH3:31][Si:32]([CH3:35])([CH3:34])Cl.[N:36]1[CH:41]=[C:40]([C@@H:42]2[CH2:47][CH2:46][CH2:45][N:43]2[CH3:44])[CH:39]=[CH:38][CH:37]=1. The catalyst is C1COCC1. The product is [CH3:44][N:43]1[CH2:45][CH2:46][CH2:47][CH:42]1[C:40]1[CH:39]([Si:32]([CH3:35])([CH3:34])[CH3:31])[CH:38]=[CH:37][N:36]([Si:32]([CH3:35])([CH3:34])[CH3:31])[CH:41]=1. The yield is 0.710. (5) The reactants are [H-].[Na+].[F:3][C:4]1[CH:5]=[CH:6][C:7]2[NH:12][C:11](=[O:13])[O:10][C:9](=[O:14])[C:8]=2[CH:15]=1.[CH3:16]I. The catalyst is CN(C=O)C. The product is [F:3][C:4]1[CH:5]=[CH:6][C:7]2[N:12]([CH3:16])[C:11](=[O:13])[O:10][C:9](=[O:14])[C:8]=2[CH:15]=1. The yield is 0.790. (6) The reactants are CON(C)[C:4]([CH:6]1[CH:10]([C:11]2[CH:16]=[CH:15][C:14]([Cl:17])=[C:13]([Cl:18])[CH:12]=2)[CH2:9][N:8]([CH2:19][C:20]2[CH:25]=[CH:24][CH:23]=[CH:22][CH:21]=2)[CH2:7]1)=[O:5].[H-].[Al+3].[Li+].[H-].[H-].[H-]. The catalyst is C1COCC1. The product is [CH2:19]([N:8]1[CH2:9][CH:10]([C:11]2[CH:16]=[CH:15][C:14]([Cl:17])=[C:13]([Cl:18])[CH:12]=2)[CH:6]([CH:4]=[O:5])[CH2:7]1)[C:20]1[CH:21]=[CH:22][CH:23]=[CH:24][CH:25]=1. The yield is 0.930.